Dataset: NCI-60 drug combinations with 297,098 pairs across 59 cell lines. Task: Regression. Given two drug SMILES strings and cell line genomic features, predict the synergy score measuring deviation from expected non-interaction effect. (1) Drug 1: C1=NC2=C(N1)C(=S)N=C(N2)N. Drug 2: CCCCCOC(=O)NC1=NC(=O)N(C=C1F)C2C(C(C(O2)C)O)O. Cell line: RPMI-8226. Synergy scores: CSS=36.4, Synergy_ZIP=1.66, Synergy_Bliss=1.94, Synergy_Loewe=-34.8, Synergy_HSA=1.17. (2) Drug 1: CN(C)C1=NC(=NC(=N1)N(C)C)N(C)C. Drug 2: CC1=C2C(C(=O)C3(C(CC4C(C3C(C(C2(C)C)(CC1OC(=O)C(C(C5=CC=CC=C5)NC(=O)OC(C)(C)C)O)O)OC(=O)C6=CC=CC=C6)(CO4)OC(=O)C)O)C)O. Cell line: U251. Synergy scores: CSS=44.4, Synergy_ZIP=-1.58, Synergy_Bliss=-4.30, Synergy_Loewe=-60.8, Synergy_HSA=-6.07. (3) Drug 1: CN(CC1=CN=C2C(=N1)C(=NC(=N2)N)N)C3=CC=C(C=C3)C(=O)NC(CCC(=O)O)C(=O)O. Drug 2: CCCCCOC(=O)NC1=NC(=O)N(C=C1F)C2C(C(C(O2)C)O)O. Cell line: M14. Synergy scores: CSS=-0.569, Synergy_ZIP=-0.820, Synergy_Bliss=1.65, Synergy_Loewe=-10.1, Synergy_HSA=-2.53.